This data is from TCR-epitope binding with 47,182 pairs between 192 epitopes and 23,139 TCRs. The task is: Binary Classification. Given a T-cell receptor sequence (or CDR3 region) and an epitope sequence, predict whether binding occurs between them. (1) The epitope is ILKEPVHGV. The TCR CDR3 sequence is CASSSPWTSGGPYEQYF. Result: 0 (the TCR does not bind to the epitope). (2) The TCR CDR3 sequence is CSAINREAGELFF. Result: 0 (the TCR does not bind to the epitope). The epitope is SLFNTVATLY. (3) The epitope is HTDFSSEIIGY. The TCR CDR3 sequence is CASSLGTGVYNEQFF. Result: 1 (the TCR binds to the epitope). (4) The epitope is KPLEFGATSAAL. The TCR CDR3 sequence is CASSQPDYNEQFF. Result: 1 (the TCR binds to the epitope). (5) The epitope is ILHCANFNV. The TCR CDR3 sequence is CASRGGTINTGELFF. Result: 0 (the TCR does not bind to the epitope). (6) The epitope is LEPLVDLPI. The TCR CDR3 sequence is CASSPQRGFYEQYF. Result: 0 (the TCR does not bind to the epitope). (7) The epitope is NLWNTFTRL. The TCR CDR3 sequence is CASSRLAGGSSYEQYF. Result: 0 (the TCR does not bind to the epitope).